Dataset: Catalyst prediction with 721,799 reactions and 888 catalyst types from USPTO. Task: Predict which catalyst facilitates the given reaction. Reactant: [CH3:1][O:2][C:3](=[O:25])[C:4]1[CH:9]=[CH:8][C:7]([NH:10][C:11](=[O:24])[CH:12]([NH:16]C(OC(C)(C)C)=O)[CH2:13][CH2:14][CH3:15])=[N:6][CH:5]=1.Cl. Product: [CH3:1][O:2][C:3](=[O:25])[C:4]1[CH:9]=[CH:8][C:7]([NH:10][C:11](=[O:24])[CH:12]([NH2:16])[CH2:13][CH2:14][CH3:15])=[N:6][CH:5]=1. The catalyst class is: 12.